Task: Predict the reactants needed to synthesize the given product.. Dataset: Full USPTO retrosynthesis dataset with 1.9M reactions from patents (1976-2016) Given the product [CH3:13][Si:12]([C:10]#[C:11][C:2]1[CH:3]=[N:4][CH:5]=[C:6]([CH:9]=1)[CH:7]=[O:8])([CH3:15])[CH3:14], predict the reactants needed to synthesize it. The reactants are: Br[C:2]1[CH:3]=[N:4][CH:5]=[C:6]([CH:9]=1)[CH:7]=[O:8].[C:10]([Si:12]([CH3:15])([CH3:14])[CH3:13])#[CH:11].